From a dataset of Reaction yield outcomes from USPTO patents with 853,638 reactions. Predict the reaction yield, written as a fraction of the theoretical maximum amount of product (1.0 means a 100% yield; for example, 0.34 means a 34% yield). (1) The reactants are [Li]C(CC)C.C1CCCCC1.[CH2:12]([NH:14][C:15]([C:17]1[CH:21]=[CH:20][S:19][CH:18]=1)=[O:16])[CH3:13].CN(CCN(C)C)C.[Cl:30]C(Cl)(Cl)C(Cl)(Cl)Cl. The catalyst is C1COCC1. The product is [CH2:12]([NH:14][C:15]([C:17]1[CH:21]=[CH:20][S:19][C:18]=1[Cl:30])=[O:16])[CH3:13]. The yield is 0.570. (2) The reactants are [C:1]([O:5][C:6]([N:8]1[CH2:13][CH2:12][N:11]([C:14]2[CH:19]=[CH:18][C:17]([C:20]([O:22]CC)=[O:21])=[CH:16][CH:15]=2)[CH2:10][CH2:9]1)=[O:7])([CH3:4])([CH3:3])[CH3:2].[OH-].[Na+]. The catalyst is C(O)C. The product is [C:1]([O:5][C:6]([N:8]1[CH2:13][CH2:12][N:11]([C:14]2[CH:15]=[CH:16][C:17]([C:20]([OH:22])=[O:21])=[CH:18][CH:19]=2)[CH2:10][CH2:9]1)=[O:7])([CH3:4])([CH3:2])[CH3:3]. The yield is 0.870. (3) The reactants are Cl[C:2]1[CH:10]=[CH:9][C:5]([C:6]([OH:8])=[O:7])=[CH:4][N:3]=1.CC([O-])(C)C.[K+].[O:17]1[CH2:22][CH2:21][N:20]([CH2:23][CH2:24][OH:25])[CH2:19][CH2:18]1. The catalyst is CS(C)=O. The product is [O:17]1[CH2:22][CH2:21][N:20]([CH2:23][CH2:24][O:25][C:2]2[CH:10]=[CH:9][C:5]([C:6]([OH:8])=[O:7])=[CH:4][N:3]=2)[CH2:19][CH2:18]1. The yield is 0.0900. (4) The reactants are Br[C:2]1[N:7]=[N:6][C:5]([NH2:8])=[N:4][C:3]=1[C:9]1[CH:14]=[CH:13][CH:12]=[CH:11][CH:10]=1.[F:15][C:16]1[CH:21]=[CH:20][C:19]([OH:22])=[CH:18][C:17]=1[C:23]([F:26])([F:25])[F:24]. No catalyst specified. The product is [F:15][C:16]1[CH:21]=[CH:20][C:19]([O:22][C:2]2[N:7]=[N:6][C:5]([NH2:8])=[N:4][C:3]=2[C:9]2[CH:14]=[CH:13][CH:12]=[CH:11][CH:10]=2)=[CH:18][C:17]=1[C:23]([F:24])([F:25])[F:26]. The yield is 0.360. (5) The reactants are [Br:1]Br.[O:3]=[C:4]([C:11]1[CH:16]=[CH:15][CH:14]=[CH:13][N:12]=1)[CH2:5][C:6]([O:8][CH2:9][CH3:10])=[O:7]. The catalyst is C(Cl)(Cl)Cl. The product is [BrH:1].[Br:1][CH:5]([C:4](=[O:3])[C:11]1[CH:16]=[CH:15][CH:14]=[CH:13][N:12]=1)[C:6]([O:8][CH2:9][CH3:10])=[O:7]. The yield is 1.00.